Dataset: Forward reaction prediction with 1.9M reactions from USPTO patents (1976-2016). Task: Predict the product of the given reaction. (1) The product is: [Cl:1][C:2]1[CH:24]=[CH:23][C:5]([CH2:6][N:7]2[C:11]([CH2:12][CH2:13][CH2:14][OH:15])=[CH:10][C:9]([O:19][CH:20]([CH3:22])[CH3:21])=[N:8]2)=[C:4]([O:25][CH2:26][CH3:27])[CH:3]=1. Given the reactants [Cl:1][C:2]1[CH:24]=[CH:23][C:5]([CH2:6][N:7]2[C:11]([CH2:12][CH2:13][C:14](OCC)=[O:15])=[CH:10][C:9]([O:19][CH:20]([CH3:22])[CH3:21])=[N:8]2)=[C:4]([O:25][CH2:26][CH3:27])[CH:3]=1.[H-].C([Al+]CC(C)C)C(C)C.CO.[C@H](O)(C([O-])=O)[C@@H](O)C([O-])=O.[Na+].[K+], predict the reaction product. (2) Given the reactants [NH2:1][C:2]1[C:11]2[N:10]=[CH:9][C:8]([CH2:12][CH2:13][C:14]3[CH:19]=[CH:18][C:17](COC)=[CH:16][C:15]=3[CH3:23])=[CH:7][C:6]=2[C:5]2[CH:24]=[CH:25][C:26]([CH2:28][CH2:29][C:30]([O:32][CH2:33][CH3:34])=[O:31])=[CH:27][C:4]=2[N:3]=1.Cl.C([OH:38])C, predict the reaction product. The product is: [NH2:1][C:2]1[C:11]2[N:10]=[CH:9][C:8]([CH2:12][CH2:13][C:14]3[CH:19]=[CH:18][C:17]([OH:38])=[CH:16][C:15]=3[CH3:23])=[CH:7][C:6]=2[C:5]2[CH:24]=[CH:25][C:26]([CH2:28][CH2:29][C:30]([O:32][CH2:33][CH3:34])=[O:31])=[CH:27][C:4]=2[N:3]=1. (3) Given the reactants [Cl-].[Cl-].[CH-:3]1[CH:7]=[CH:6][CH:5]=[CH:4]1.[CH-:8]1[CH:12]=[CH:11][CH:10]=[CH:9]1.[Ti+2:13].[CH3:14][Mg]Cl.C1COCC1, predict the reaction product. The product is: [CH3:8][C-:3]1[CH:7]=[CH:6][CH:5]=[CH:4]1.[C-:8]1([CH3:14])[CH:12]=[CH:11][CH:10]=[CH:9]1.[Ti+2:13]. (4) Given the reactants [Cl:1][C:2]1[CH:7]=[C:6]([CH3:8])[C:5]([N+:9]([O-:11])=[O:10])=[CH:4][N:3]=1.[CH3:12][N:13]([CH3:16])[CH:14]=O, predict the reaction product. The product is: [Cl:1][C:2]1[CH:7]=[C:6](/[CH:8]=[CH:12]/[N:13]([CH3:16])[CH3:14])[C:5]([N+:9]([O-:11])=[O:10])=[CH:4][N:3]=1.